From a dataset of Full USPTO retrosynthesis dataset with 1.9M reactions from patents (1976-2016). Predict the reactants needed to synthesize the given product. (1) The reactants are: Br[C:2]1[N:6]([CH:7]2[CH2:10][O:9][CH2:8]2)[C:5]2[CH:11]([C:26]3[CH:31]=[CH:30][C:29]([Cl:32])=[CH:28][CH:27]=3)[N:12]([C:15]3[CH:16]=[C:17]([CH3:25])[C:18]4[N:22]=[N:21][N:20]([CH3:23])[C:19]=4[CH:24]=3)[C:13](=[O:14])[C:4]=2[N:3]=1.[CH:33]1([B-](F)(F)F)[CH2:35][CH2:34]1.[K+].C([O-])(O)=O.[Na+]. Given the product [Cl:32][C:29]1[CH:30]=[CH:31][C:26]([CH:11]2[C:5]3[N:6]([CH:7]4[CH2:10][O:9][CH2:8]4)[C:2]([CH:33]4[CH2:35][CH2:34]4)=[N:3][C:4]=3[C:13](=[O:14])[N:12]2[C:15]2[CH:16]=[C:17]([CH3:25])[C:18]3[N:22]=[N:21][N:20]([CH3:23])[C:19]=3[CH:24]=2)=[CH:27][CH:28]=1, predict the reactants needed to synthesize it. (2) Given the product [CH:5]([O:11][CH2:1][C:14]1[CH:13]=[CH:12][CH:17]=[CH:16][CH:15]=1)=[CH:6][CH3:7], predict the reactants needed to synthesize it. The reactants are: [CH3:1]S(C)=O.[CH3:5][C:6](C)([O-])[CH3:7].[K+].[OH2:11].[CH3:12][CH2:13][CH2:14][CH2:15][CH2:16][CH3:17]. (3) Given the product [CH:1]1([CH2:4][O:5][C:6]2[CH:14]=[CH:13][C:9]3[O:10][CH2:11][O:12][C:8]=3[C:7]=2[C:15]2[CH:20]=[CH:19][N:18]=[C:17]3[C:21]([C:33]([NH:36][C@H:37]4[CH2:42][CH2:41][C@H:40]([NH:43][C:44](=[O:50])[O:45][C:46]([CH3:48])([CH3:47])[CH3:49])[CH2:39][CH2:38]4)=[O:35])=[C:22]([CH3:32])[N:23]([CH2:24][O:25][CH2:26][CH2:27][Si:28]([CH3:29])([CH3:30])[CH3:31])[C:16]=23)[CH2:3][CH2:2]1, predict the reactants needed to synthesize it. The reactants are: [CH:1]1([CH2:4][O:5][C:6]2[CH:14]=[CH:13][C:9]3[O:10][CH2:11][O:12][C:8]=3[C:7]=2[C:15]2[CH:20]=[CH:19][N:18]=[C:17]3[C:21]([C:33]([OH:35])=O)=[C:22]([CH3:32])[N:23]([CH2:24][O:25][CH2:26][CH2:27][Si:28]([CH3:31])([CH3:30])[CH3:29])[C:16]=23)[CH2:3][CH2:2]1.[NH2:36][C@H:37]1[CH2:42][CH2:41][C@H:40]([NH:43][C:44](=[O:50])[O:45][C:46]([CH3:49])([CH3:48])[CH3:47])[CH2:39][CH2:38]1. (4) Given the product [CH3:1][O:2][C:3]1[CH:12]=[C:11]([O:13][CH3:14])[CH:10]=[C:9]2[C:4]=1[C:5](=[O:40])[NH:6][C:7]([C:15]1[CH:20]=[CH:19][C:18]([O:21][CH3:22])=[CH:17][C:16]=1[NH:23][CH2:24][CH2:25][CH2:26][N:27]1[CH2:28][CH2:29][NH:30][CH2:31][CH2:32]1)=[N:8]2, predict the reactants needed to synthesize it. The reactants are: [CH3:1][O:2][C:3]1[CH:12]=[C:11]([O:13][CH3:14])[CH:10]=[C:9]2[C:4]=1[C:5](=[O:40])[NH:6][C:7]([C:15]1[CH:20]=[CH:19][C:18]([O:21][CH3:22])=[CH:17][C:16]=1[NH:23][CH2:24][CH2:25][CH2:26][N:27]1[CH2:32][CH2:31][N:30](C(OC(C)(C)C)=O)[CH2:29][CH2:28]1)=[N:8]2.Cl. (5) Given the product [CH2:7]([C:11]1[O:12][C:13]2[CH:22]=[CH:21][CH:20]=[CH:19][C:14]=2[C:1]=1[C:2]([Cl:4])=[O:3])[CH2:8][CH2:9][CH3:10], predict the reactants needed to synthesize it. The reactants are: [C:1](Cl)(=O)[C:2]([Cl:4])=[O:3].[CH2:7]([C:11]1[O:12][C:13]2[CH:22]=[CH:21][CH:20]=[CH:19][C:14]=2C=1C(O)=O)[CH2:8][CH2:9][CH3:10].CN(C=O)C. (6) Given the product [NH2:23][C:19]1[N:18]=[C:17]([C:14]2[S:13][C:12]3[CH:24]=[CH:25][C:9]([NH:8][C:6]4[CH:5]=[CH:4][N:3]=[C:2]([NH:27][CH3:26])[N:7]=4)=[CH:10][C:11]=3[C:15]=2[CH3:16])[CH:22]=[CH:21][N:20]=1, predict the reactants needed to synthesize it. The reactants are: Cl[C:2]1[N:7]=[C:6]([NH:8][C:9]2[CH:25]=[CH:24][C:12]3[S:13][C:14]([C:17]4[CH:22]=[CH:21][N:20]=[C:19]([NH2:23])[N:18]=4)=[C:15]([CH3:16])[C:11]=3[CH:10]=2)[CH:5]=[CH:4][N:3]=1.[CH3:26][NH2:27].C(O)(C)C. (7) Given the product [CH2:23]([NH:1][C:2]1[CH:7]=[CH:6][C:5]([Cl:8])=[CH:4][C:3]=1[C:9]([C:11]1[CH:16]=[CH:15][CH:14]=[CH:13][C:12]=1[O:17][CH3:18])=[O:10])[CH:22]=[CH2:21], predict the reactants needed to synthesize it. The reactants are: [NH2:1][C:2]1[CH:7]=[CH:6][C:5]([Cl:8])=[CH:4][C:3]=1[C:9]([C:11]1[CH:16]=[CH:15][CH:14]=[CH:13][C:12]=1[O:17][CH3:18])=[O:10].[OH-].[Na+].[CH2:21](Br)[CH:22]=[CH2:23]. (8) Given the product [CH2:22]([O:21][C:18]1[CH:19]=[CH:20][C:15]([CH2:14][C:12]2[N:11]([CH2:24][CH:25]3[CH2:30][CH2:29][O:28][CH2:27][CH2:26]3)[C:8]3=[N:9][CH:10]=[C:5]([NH:4][CH3:3])[CH:6]=[C:7]3[CH:13]=2)=[CH:16][CH:17]=1)[CH3:23], predict the reactants needed to synthesize it. The reactants are: CO[C:3](=O)[NH:4][C:5]1[CH:6]=[C:7]2[CH:13]=[C:12]([CH2:14][C:15]3[CH:20]=[CH:19][C:18]([O:21][CH2:22][CH3:23])=[CH:17][CH:16]=3)[N:11]([CH2:24][CH:25]3[CH2:30][CH2:29][O:28][CH2:27][CH2:26]3)[C:8]2=[N:9][CH:10]=1.[H-].[Al+3].[Li+].[H-].[H-].[H-]. (9) Given the product [Br:1][C:2]1[CH:3]=[C:4]2[C:8](=[CH:9][CH:10]=1)[N:7]([C:11]([O:13][C:14]([CH3:17])([CH3:16])[CH3:15])=[O:12])[N:6]=[C:5]2[C:23]1[CH:24]=[CH:25][C:20]([F:19])=[CH:21][CH:22]=1, predict the reactants needed to synthesize it. The reactants are: [Br:1][C:2]1[CH:3]=[C:4]2[C:8](=[CH:9][CH:10]=1)[N:7]([C:11]([O:13][C:14]([CH3:17])([CH3:16])[CH3:15])=[O:12])[N:6]=[C:5]2I.[F:19][C:20]1[CH:25]=[CH:24][C:23](B(O)O)=[CH:22][CH:21]=1.C1(C)C=CC=CC=1.C([O-])([O-])=O.[Na+].[Na+].